Dataset: CYP3A4 inhibition data for predicting drug metabolism from PubChem BioAssay. Task: Regression/Classification. Given a drug SMILES string, predict its absorption, distribution, metabolism, or excretion properties. Task type varies by dataset: regression for continuous measurements (e.g., permeability, clearance, half-life) or binary classification for categorical outcomes (e.g., BBB penetration, CYP inhibition). Dataset: cyp3a4_veith. (1) The compound is O=C(N[C@@H](CO)[C@@H](O)c1ccc([N+](=O)[O-])cc1)C(Cl)Cl. The result is 0 (non-inhibitor). (2) The molecule is COc1ccccc1-c1ccc2ncnc(N3CCN(C)CC3)c2c1. The result is 1 (inhibitor). (3) The compound is Clc1ccc(NCc2nnsc2Cl)cc1. The result is 0 (non-inhibitor). (4) The drug is CCCSc1nc(NCc2ccco2)c2c3c(sc2n1)COC(C)(C)C3. The result is 1 (inhibitor). (5) The compound is O=[N+]([O-])c1cc2c(cc1/C=N/Nc1nc(Nc3ccccc3)nc(N3CCCCC3)n1)OCO2. The result is 1 (inhibitor). (6) The drug is Fc1ccccc1OCCCCSc1ncccn1. The result is 0 (non-inhibitor). (7) The molecule is Cc1cc([N+](=O)[O-])ccc1-c1ccc(C2Nc3ccccc3C(=O)N2O)o1. The result is 1 (inhibitor).